The task is: Predict the product of the given reaction.. This data is from Forward reaction prediction with 1.9M reactions from USPTO patents (1976-2016). (1) Given the reactants Cl[C:2]1[N:7]=[C:6]([CH2:8][CH2:9][C:10]2[CH:15]=[CH:14][CH:13]=[CH:12][C:11]=2[C:16]2([C:19]([NH2:21])=[O:20])[CH2:18][CH2:17]2)[C:5]([Cl:22])=[CH:4][N:3]=1.[CH3:23][N:24]1[CH:28]=[C:27]([NH2:29])[C:26]([CH3:30])=[N:25]1.O.C1(C)C=CC(S(O)(=O)=O)=CC=1, predict the reaction product. The product is: [Cl:22][C:5]1[C:6]([CH2:8][CH2:9][C:10]2[CH:15]=[CH:14][CH:13]=[CH:12][C:11]=2[C:16]2([C:19]([NH2:21])=[O:20])[CH2:18][CH2:17]2)=[N:7][C:2]([NH:29][C:27]2[C:26]([CH3:30])=[N:25][N:24]([CH3:23])[CH:28]=2)=[N:3][CH:4]=1. (2) Given the reactants [C:1]([C:3]1([C:8]2[CH:13]=[CH:12][C:11]([NH:14][C:15](=[O:25])[C:16]3[CH:21]=[CH:20][C:19]([O:22][CH3:23])=[C:18]([OH:24])[CH:17]=3)=[CH:10][CH:9]=2)[CH2:7][CH2:6][CH2:5][CH2:4]1)#[N:2].C([O-])([O-])=O.[K+].[K+].I[CH:33]([CH3:35])[CH3:34], predict the reaction product. The product is: [C:1]([C:3]1([C:8]2[CH:9]=[CH:10][C:11]([NH:14][C:15](=[O:25])[C:16]3[CH:21]=[CH:20][C:19]([O:22][CH3:23])=[C:18]([O:24][CH:33]([CH3:35])[CH3:34])[CH:17]=3)=[CH:12][CH:13]=2)[CH2:4][CH2:5][CH2:6][CH2:7]1)#[N:2]. (3) Given the reactants [CH3:1][O:2][C:3](=[O:32])[C:4]1[CH:9]=[CH:8][C:7]([O:10][CH2:11][CH2:12][CH2:13]Br)=[CH:6][C:5]=1[NH:15][C:16](=[O:31])[C:17]1[CH:22]=[C:21]([C:23]([F:26])([F:25])[F:24])[CH:20]=[C:19]([C:27]([F:30])([F:29])[F:28])[CH:18]=1.[C:33]([C:37]1[CH:45]=[CH:44][C:40]([CH:41]=[N:42][OH:43])=[CH:39][CH:38]=1)([CH3:36])([CH3:35])[CH3:34].C(=O)([O-])[O-].[Cs+].[Cs+], predict the reaction product. The product is: [CH3:1][O:2][C:3](=[O:32])[C:4]1[CH:9]=[CH:8][C:7]([O:10][CH2:11][CH2:12][CH2:13][O:43]/[N:42]=[CH:41]/[C:40]2[CH:44]=[CH:45][C:37]([C:33]([CH3:36])([CH3:35])[CH3:34])=[CH:38][CH:39]=2)=[CH:6][C:5]=1[NH:15][C:16](=[O:31])[C:17]1[CH:22]=[C:21]([C:23]([F:26])([F:25])[F:24])[CH:20]=[C:19]([C:27]([F:30])([F:29])[F:28])[CH:18]=1. (4) Given the reactants [CH3:1][S:2][C:3]1[S:11][C:10]2[C:5](=[N:6][CH:7]=[CH:8][C:9]=2[O:12][C:13]2[CH:18]=[CH:17][C:16]([NH2:19])=[CH:15][C:14]=2[F:20])[CH:4]=1.[C:21]1([CH2:27][C:28]([N:30]=[C:31]=[S:32])=[O:29])[CH:26]=[CH:25][CH:24]=[CH:23][CH:22]=1, predict the reaction product. The product is: [CH3:1][S:2][C:3]1[S:11][C:10]2[C:5](=[N:6][CH:7]=[CH:8][C:9]=2[O:12][C:13]2[CH:18]=[CH:17][C:16]([NH:19][C:31]([NH:30][C:28](=[O:29])[CH2:27][C:21]3[CH:22]=[CH:23][CH:24]=[CH:25][CH:26]=3)=[S:32])=[CH:15][C:14]=2[F:20])[CH:4]=1.